Binary Classification. Given a T-cell receptor sequence (or CDR3 region) and an epitope sequence, predict whether binding occurs between them. From a dataset of TCR-epitope binding with 47,182 pairs between 192 epitopes and 23,139 TCRs. (1) The epitope is DATYQRTRALVR. The TCR CDR3 sequence is CASSLRTGGTEAFF. Result: 0 (the TCR does not bind to the epitope). (2) The epitope is IPSINVHHY. Result: 0 (the TCR does not bind to the epitope). The TCR CDR3 sequence is CASGPGEGEQFF. (3) The epitope is AMFWSVPTV. The TCR CDR3 sequence is CASKGLAGAYTDTQYF. Result: 1 (the TCR binds to the epitope). (4) The epitope is RLRPGGKKR. The TCR CDR3 sequence is CSGGQGEGEQFF. Result: 0 (the TCR does not bind to the epitope). (5) The epitope is TPINLVRDL. The TCR CDR3 sequence is CASSLGGLAVSSYNEQFF. Result: 1 (the TCR binds to the epitope). (6) The epitope is HTTDPSFLGRY. The TCR CDR3 sequence is CASIGQGGYNEQFF. Result: 1 (the TCR binds to the epitope). (7) The epitope is HLVDFQVTI. The TCR CDR3 sequence is CASSLGINTEAFF. Result: 1 (the TCR binds to the epitope). (8) The epitope is FLASKIGRLV. The TCR CDR3 sequence is CASSVAPGPNEQFF. Result: 0 (the TCR does not bind to the epitope). (9) The epitope is YLNTLTLAV. The TCR CDR3 sequence is CASSESWTSGRGEQYF. Result: 0 (the TCR does not bind to the epitope). (10) The epitope is IVTDFSVIK. The TCR CDR3 sequence is CASRGQGAQPQHF. Result: 1 (the TCR binds to the epitope).